From a dataset of Full USPTO retrosynthesis dataset with 1.9M reactions from patents (1976-2016). Predict the reactants needed to synthesize the given product. Given the product [NH:35]=[C:30]([NH:26][NH:25][C:23](=[O:24])[C:22]1[CH:27]=[CH:28][C:19]([C:18]2[CH:17]=[N:16][N:13]3[CH:14]=[CH:15][C:10]([N:5]4[C@@H:4]([CH:1]([CH3:3])[CH3:2])[CH2:8][O:7][C:6]4=[O:9])=[N:11][C:12]=23)=[CH:20][CH:21]=1)[CH3:31], predict the reactants needed to synthesize it. The reactants are: [CH:1]([C@H:4]1[CH2:8][O:7][C:6](=[O:9])[N:5]1[C:10]1[CH:15]=[CH:14][N:13]2[N:16]=[CH:17][C:18]([C:19]3[CH:28]=[CH:27][C:22]([C:23]([NH:25][NH2:26])=[O:24])=[CH:21][CH:20]=3)=[C:12]2[N:11]=1)([CH3:3])[CH3:2].Cl.[C:30](=[NH:35])(OCC)[CH3:31].C(N(CC)CC)C.Cl.